From a dataset of Peptide-MHC class II binding affinity with 134,281 pairs from IEDB. Regression. Given a peptide amino acid sequence and an MHC pseudo amino acid sequence, predict their binding affinity value. This is MHC class II binding data. (1) The peptide sequence is GIDIFASKNFHLQKN. The MHC is HLA-DQA10101-DQB10501 with pseudo-sequence HLA-DQA10101-DQB10501. The binding affinity (normalized) is 0.0935. (2) The peptide sequence is PDPTKLILQLLKDFL. The MHC is DRB1_1501 with pseudo-sequence DRB1_1501. The binding affinity (normalized) is 0.374. (3) The peptide sequence is AGSLQGQWRGAAGTA. The MHC is DRB3_0101 with pseudo-sequence DRB3_0101. The binding affinity (normalized) is 0.0282. (4) The peptide sequence is YDKFLANVSTKLTGK. The MHC is DRB1_1302 with pseudo-sequence DRB1_1302. The binding affinity (normalized) is 0.962. (5) The peptide sequence is QYVIRAQLHVGAKQE. The MHC is HLA-DQA10201-DQB10402 with pseudo-sequence HLA-DQA10201-DQB10402. The binding affinity (normalized) is 0.400. (6) The peptide sequence is GELQIVDKIDAAFWI. The MHC is DRB1_1201 with pseudo-sequence DRB1_1201. The binding affinity (normalized) is 0.545. (7) The peptide sequence is KDVTVSQVWFGHRYS. The MHC is DRB1_0301 with pseudo-sequence DRB1_0301. The binding affinity (normalized) is 0.733. (8) The peptide sequence is DLVANQPNLKALREK. The MHC is DRB3_0202 with pseudo-sequence DRB3_0202. The binding affinity (normalized) is 0.640.